Dataset: Forward reaction prediction with 1.9M reactions from USPTO patents (1976-2016). Task: Predict the product of the given reaction. Given the reactants [C:1]([O:5][C:6]([N:8]1[CH2:13][CH:12]=[C:11]([C:14]2[C:22]3[C:17](=[CH:18][CH:19]=[C:20]([C:23]#[N:24])[CH:21]=3)[NH:16][CH:15]=2)[CH2:10][CH2:9]1)=[O:7])([CH3:4])([CH3:3])[CH3:2], predict the reaction product. The product is: [C:1]([O:5][C:6]([N:8]1[CH2:9][CH2:10][CH:11]([C:14]2[C:22]3[C:17](=[CH:18][CH:19]=[C:20]([C:23]#[N:24])[CH:21]=3)[NH:16][CH:15]=2)[CH2:12][CH2:13]1)=[O:7])([CH3:4])([CH3:2])[CH3:3].